Dataset: Forward reaction prediction with 1.9M reactions from USPTO patents (1976-2016). Task: Predict the product of the given reaction. Given the reactants Cl.[Cl:2][C:3]1[CH:4]=[C:5]2[C:10](=[CH:11][CH:12]=1)[N:9]=[C:8]([N:13]1[CH2:18][CH2:17][NH:16][CH2:15][CH2:14]1)[CH:7]=[CH:6]2.[CH:19]1([CH2:22][O:23][C:24]2[CH:32]=[CH:31][C:30]([S:33]([CH3:36])(=[O:35])=[O:34])=[CH:29][C:25]=2[C:26](O)=[O:27])[CH2:21][CH2:20]1.C(OCC)(=O)C, predict the reaction product. The product is: [Cl:2][C:3]1[CH:4]=[C:5]2[C:10](=[CH:11][CH:12]=1)[N:9]=[C:8]([N:13]1[CH2:14][CH2:15][N:16]([C:26]([C:25]3[CH:29]=[C:30]([S:33]([CH3:36])(=[O:35])=[O:34])[CH:31]=[CH:32][C:24]=3[O:23][CH2:22][CH:19]3[CH2:21][CH2:20]3)=[O:27])[CH2:17][CH2:18]1)[CH:7]=[CH:6]2.